Dataset: Full USPTO retrosynthesis dataset with 1.9M reactions from patents (1976-2016). Task: Predict the reactants needed to synthesize the given product. Given the product [F:28][C:25]1[CH:26]=[CH:27][C:22]([C@@:2]2([C:15]3[CH:20]=[CH:19][N:18]=[C:17]([F:21])[CH:16]=3)[C@H:3]([CH3:4])[NH:5][C:6]([C:8]3[NH:9][C:10](=[O:14])[CH:11]=[CH:12][CH:13]=3)=[N:1]2)=[CH:23][CH:24]=1, predict the reactants needed to synthesize it. The reactants are: [NH2:1][C@:2]([C:22]1[CH:27]=[CH:26][C:25]([F:28])=[CH:24][CH:23]=1)([C:15]1[CH:20]=[CH:19][N:18]=[C:17]([F:21])[CH:16]=1)[C@@H:3]([NH:5][C:6]([C:8]1[NH:9][C:10](=[O:14])[CH:11]=[CH:12][CH:13]=1)=O)[CH3:4].